Dataset: Reaction yield outcomes from USPTO patents with 853,638 reactions. Task: Predict the reaction yield, written as a fraction of the theoretical maximum amount of product (1.0 means a 100% yield; for example, 0.34 means a 34% yield). (1) The reactants are [NH2:1][C:2]1[C:3]([C:8]([NH:10][C@H:11]([C:13]2[CH:18]=[CH:17][C:16]([F:19])=[C:15]([F:20])[CH:14]=2)[CH3:12])=[O:9])=[N:4][CH:5]=[CH:6][N:7]=1.C1C(=O)N([Br:28])C(=O)C1. The catalyst is CN(C=O)C.CCOC(C)=O. The product is [NH2:1][C:2]1[C:3]([C:8]([NH:10][C@H:11]([C:13]2[CH:18]=[CH:17][C:16]([F:19])=[C:15]([F:20])[CH:14]=2)[CH3:12])=[O:9])=[N:4][C:5]([Br:28])=[CH:6][N:7]=1. The yield is 0.840. (2) The reactants are [CH3:1][O:2][C:3]1[CH:4]=[C:5]2[C:10](=[CH:11][C:12]=1[O:13][CH3:14])[N:9]=[CH:8][CH:7]=[C:6]2[O:15][C:16]1[CH:22]=[CH:21][C:19]([NH2:20])=[CH:18][CH:17]=1.Cl[C:24](Cl)([O:26][C:27](=[O:33])OC(Cl)(Cl)Cl)Cl.[CH3:35][N:36]1[CH2:41][CH2:40][N:39]([CH2:42][CH2:43]CO)[CH2:38][CH2:37]1.C(=O)(O)[O-].[Na+]. The catalyst is C(Cl)Cl.C(N(CC)CC)C.C1(C)C=CC=CC=1. The product is [CH3:1][O:2][C:3]1[CH:4]=[C:5]2[C:10](=[CH:11][C:12]=1[O:13][CH3:14])[N:9]=[CH:8][CH:7]=[C:6]2[O:15][C:16]1[CH:22]=[CH:21][C:19]([NH:20][C:27](=[O:33])[O:26][CH2:24][CH2:43][CH2:42][N:39]2[CH2:40][CH2:41][N:36]([CH3:35])[CH2:37][CH2:38]2)=[CH:18][CH:17]=1. The yield is 0.0900. (3) The reactants are [NH:1]1[C:9]2[C:4](=[CH:5][CH:6]=[C:7]([NH:10][C:11](=[O:17])[O:12][C:13]([CH3:16])([CH3:15])[CH3:14])[CH:8]=2)[CH:3]=[CH:2]1.C(=O)([O-])[O-].[K+].[K+].[I:24]I.C(OC)(C)(C)C. The catalyst is CN(C)C=O.[Cl-].[Na+].O. The product is [I:24][C:3]1[C:4]2[C:9](=[CH:8][C:7]([NH:10][C:11](=[O:17])[O:12][C:13]([CH3:14])([CH3:16])[CH3:15])=[CH:6][CH:5]=2)[NH:1][CH:2]=1. The yield is 0.990. (4) The reactants are Br[CH2:2][C:3]1[C:4]([F:15])=[CH:5][CH:6]=[C:7]2[C:12]=1[N:11]=[C:10]([O:13][CH3:14])[CH:9]=[CH:8]2.[C-:16]#[N:17].[K+]. The catalyst is CN(C=O)C. The product is [F:15][C:4]1[C:3]([CH2:2][C:16]#[N:17])=[C:12]2[C:7]([CH:8]=[CH:9][C:10]([O:13][CH3:14])=[N:11]2)=[CH:6][CH:5]=1. The yield is 0.970. (5) The reactants are [CH2:1]([C:5]1[N:6]=[C:7]([CH3:27])[NH:8][C:9](=[O:26])[C:10]=1[CH2:11][C:12]1[CH:17]=[CH:16][C:15]([C:18]2[C:19]([C:24]#[N:25])=[CH:20][CH:21]=[CH:22][CH:23]=2)=[CH:14][CH:13]=1)[CH2:2][CH2:3][CH3:4].[C:28]([O:32][C:33]1[CH:38]=[CH:37][C:36](B(O)O)=[CH:35][CH:34]=1)([CH3:31])([CH3:30])[CH3:29].C(N(CC)CC)C.N1C=CC=CC=1. The catalyst is ClCCl.C(OCC)(=O)C.C([O-])(=O)C.[Cu+2].C([O-])(=O)C. The product is [C:28]([O:32][C:33]1[CH:38]=[CH:37][C:36]([N:8]2[C:9](=[O:26])[C:10]([CH2:11][C:12]3[CH:17]=[CH:16][C:15]([C:18]4[C:19]([C:24]#[N:25])=[CH:20][CH:21]=[CH:22][CH:23]=4)=[CH:14][CH:13]=3)=[C:5]([CH2:1][CH2:2][CH2:3][CH3:4])[N:6]=[C:7]2[CH3:27])=[CH:35][CH:34]=1)([CH3:31])([CH3:29])[CH3:30]. The yield is 0.720. (6) The reactants are FC(F)(F)C(O)=O.[NH:8]1[CH2:11][CH:10]([C:12]2[CH:20]=[CH:19][CH:18]=[C:17]3[C:13]=2[CH:14]=[N:15][NH:16]3)[CH2:9]1.N1CCC1.[C:25]1([CH2:31][CH2:32][CH:33]=O)[CH:30]=[CH:29][CH:28]=[CH:27][CH:26]=1.C(O[BH-](OC(=O)C)OC(=O)C)(=O)C.[Na+]. The catalyst is C(Cl)Cl. The product is [C:25]1([CH2:31][CH2:32][CH2:33][N:8]2[CH2:9][CH:10]([C:12]3[CH:20]=[CH:19][CH:18]=[C:17]4[C:13]=3[CH:14]=[N:15][NH:16]4)[CH2:11]2)[CH:30]=[CH:29][CH:28]=[CH:27][CH:26]=1. The yield is 0.370. (7) The reactants are [CH3:1][N:2]1[CH2:8][CH2:7][CH2:6][N:5]([C:9]2[CH:18]=[CH:17][C:12]([C:13]([O:15]C)=O)=[CH:11][CH:10]=2)[CH2:4][CH2:3]1.[CH3:19][O:20][C:21]1[CH:22]=[C:23]([CH2:29][CH2:30][C:31]2[CH:32]=[C:33]([NH2:36])[NH:34][N:35]=2)[CH:24]=[C:25]([O:27][CH3:28])[CH:26]=1.C[Al](C)C.C1(C)C=CC=CC=1. No catalyst specified. The product is [CH3:28][O:27][C:25]1[CH:24]=[C:23]([CH2:29][CH2:30][C:31]2[CH:32]=[C:33]([NH:36][C:13](=[O:15])[C:12]3[CH:11]=[CH:10][C:9]([N:5]4[CH2:6][CH2:7][CH2:8][N:2]([CH3:1])[CH2:3][CH2:4]4)=[CH:18][CH:17]=3)[NH:34][N:35]=2)[CH:22]=[C:21]([O:20][CH3:19])[CH:26]=1. The yield is 0.204. (8) The reactants are C(OC([NH:8][C@@H:9]1[CH2:14][CH2:13][C@H:12]([N:15]2[C:20](=[O:21])[C:19]3[CH:22]=[C:23]([F:26])[CH:24]=[N:25][C:18]=3[N:17]([C:27]3[CH:28]=[C:29]([CH:33]=[CH:34][CH:35]=3)[C:30]([OH:32])=[O:31])[C:16]2=[O:36])[CH2:11][CH2:10]1)=O)(C)(C)C.Cl. The catalyst is O1CCOCC1. The product is [NH2:8][C@@H:9]1[CH2:14][CH2:13][C@H:12]([N:15]2[C:20](=[O:21])[C:19]3[CH:22]=[C:23]([F:26])[CH:24]=[N:25][C:18]=3[N:17]([C:27]3[CH:28]=[C:29]([CH:33]=[CH:34][CH:35]=3)[C:30]([OH:32])=[O:31])[C:16]2=[O:36])[CH2:11][CH2:10]1. The yield is 0.360. (9) The reactants are O=[C:2]1[CH2:6][CH2:5][CH2:4][CH:3]1[C:7]([O:9][CH2:10][CH3:11])=[O:8].[Br-].C([P+](CCCC)(CCCC)[CH2:18][C:19]([O:21][CH2:22][CH3:23])=[O:20])CCC. The catalyst is C1(C)C=CC=CC=1. The product is [CH2:22]([O:21][C:19](=[O:20])[CH2:18][C:2]1[CH2:6][CH2:5][CH2:4][C:3]=1[C:7]([O:9][CH2:10][CH3:11])=[O:8])[CH3:23]. The yield is 0.360. (10) The reactants are C(=O)([O-])[O-].[K+].[K+].[NH:7]1[CH2:11][CH2:10][CH2:9][CH2:8]1.[CH3:12][S:13][CH2:14][CH2:15][CH:16]=O. No catalyst specified. The product is [CH3:12][S:13][CH2:14][CH:15]=[CH:16][N:7]1[CH2:11][CH2:10][CH2:9][CH2:8]1. The yield is 0.838.